Dataset: Reaction yield outcomes from USPTO patents with 853,638 reactions. Task: Predict the reaction yield, written as a fraction of the theoretical maximum amount of product (1.0 means a 100% yield; for example, 0.34 means a 34% yield). (1) The catalyst is C(Cl)(Cl)Cl.CO. The reactants are Cl[C:2]1[N:11]=[C:10]([NH:12][CH2:13][CH:14]([C:20]2[CH:25]=[CH:24][CH:23]=[CH:22][N:21]=2)[C:15]2[NH:16][CH:17]=[CH:18][CH:19]=2)[C:9]2[C:4](=[CH:5][CH:6]=[CH:7][CH:8]=2)[N:3]=1.[CH3:26][N:27]([CH3:37])[C:28]1[CH:33]=[CH:32][C:31](B(O)O)=[CH:30][CH:29]=1.C1(C(C2C=CC=CN=2)CNC2C3C(=CC=CC=3)N=C(C3C=CC(NS(C)(=O)=O)=CC=3)N=2)C=CC=CC=1. The product is [CH3:26][N:27]([CH3:37])[C:28]1[CH:33]=[CH:32][C:31]([C:2]2[N:11]=[C:10]([NH:12][CH2:13][CH:14]([C:20]3[CH:25]=[CH:24][CH:23]=[CH:22][N:21]=3)[C:15]3[NH:16][CH:17]=[CH:18][CH:19]=3)[C:9]3[C:4](=[CH:5][CH:6]=[CH:7][CH:8]=3)[N:3]=2)=[CH:30][CH:29]=1. The yield is 0.470. (2) The reactants are [O:1]1[CH2:6][CH2:5][N:4]([C:7]2[CH:13]=[CH:12][C:10]([NH2:11])=[CH:9][CH:8]=2)[CH2:3][CH2:2]1.[Cl:14][C:15]1[CH:20]=[N:19][CH:18]=[C:17](Cl)[N:16]=1. No catalyst specified. The product is [Cl:14][C:15]1[N:16]=[C:17]([NH:11][C:10]2[CH:12]=[CH:13][C:7]([N:4]3[CH2:3][CH2:2][O:1][CH2:6][CH2:5]3)=[CH:8][CH:9]=2)[CH:18]=[N:19][CH:20]=1. The yield is 0.370. (3) The product is [CH3:1][O:2][C:3]1[CH:8]=[CH:7][C:6]([C:9]2[CH:10]=[C:11]([CH3:16])[C:12](=[O:15])[NH:13][N:14]=2)=[CH:5][CH:4]=1. The yield is 0.730. The reactants are [CH3:1][O:2][C:3]1[CH:8]=[CH:7][C:6]([C:9]2[CH2:10][CH:11]([CH3:16])[C:12](=[O:15])[NH:13][N:14]=2)=[CH:5][CH:4]=1. The catalyst is C(#N)C. (4) The reactants are [I:1][C:2]1[CH:7]=[CH:6][C:5]([C:8]2[NH:9][C:10]3[CH:16]=[CH:15][CH:14]=[CH:13][C:11]=3[N:12]=2)=[CH:4][CH:3]=1.I[CH3:18].[H-].[Na+]. The catalyst is CN(C=O)C. The product is [CH3:18][N:12]1[C:11]2[CH:13]=[CH:14][CH:15]=[CH:16][C:10]=2[N:9]=[C:8]1[C:5]1[CH:4]=[CH:3][C:2]([I:1])=[CH:7][CH:6]=1. The yield is 0.590. (5) The reactants are C([O:3][C:4]([C:6]1[CH:7]=[N:8][N:9]([C:11]2[N:15](COCCOC)[C:14]3[CH:22]=[C:23]([Cl:28])[C:24]([Cl:27])=[C:25]([Cl:26])[C:13]=3[N:12]=2)[CH:10]=1)=[O:5])C.Cl. The catalyst is C(O)(=O)C. The product is [Cl:26][C:25]1[C:13]2[N:12]=[C:11]([N:9]3[CH:10]=[C:6]([C:4]([OH:5])=[O:3])[CH:7]=[N:8]3)[NH:15][C:14]=2[CH:22]=[C:23]([Cl:28])[C:24]=1[Cl:27]. The yield is 0.740. (6) The catalyst is O1CCCC1.II. The yield is 0.720. The reactants are [Mg].Br[C:3]1[CH:8]=[CH:7][CH:6]=[C:5]([Cl:9])[CH:4]=1.[CH3:10][C:11]1[CH2:16][CH2:15][CH2:14][C:13]([CH3:18])([CH3:17])[C:12]=1[CH2:19][CH:20]=[O:21]. The product is [Cl:9][C:5]1[CH:4]=[C:3]([CH:20]([OH:21])[CH2:19][C:12]2[C:13]([CH3:17])([CH3:18])[CH2:14][CH2:15][CH2:16][C:11]=2[CH3:10])[CH:8]=[CH:7][CH:6]=1. (7) The reactants are CS(C)=O.C(Cl)(=O)C(Cl)=O.C(=O)=O.CC(C)=O.[CH2:18]([O:21][C:22](=[O:53])[NH:23][C:24]1[CH:29]=[C:28]([O:30][Si:31]([CH:38]([CH3:40])[CH3:39])([CH:35]([CH3:37])[CH3:36])[CH:32]([CH3:34])[CH3:33])[C:27]([O:41][CH3:42])=[CH:26][C:25]=1[C:43]([N:45]1[CH:49]=[C:48]([CH3:50])[CH2:47][C@H:46]1[CH2:51][OH:52])=[O:44])[CH:19]=[CH2:20].C(N(CC)CC)C. The catalyst is ClCCl. The product is [OH:52][C@@H:51]1[N:23]([C:22]([O:21][CH2:18][CH:19]=[CH2:20])=[O:53])[C:24]2[CH:29]=[C:28]([O:30][Si:31]([CH:35]([CH3:37])[CH3:36])([CH:32]([CH3:34])[CH3:33])[CH:38]([CH3:39])[CH3:40])[C:27]([O:41][CH3:42])=[CH:26][C:25]=2[C:43](=[O:44])[N:45]2[CH:49]=[C:48]([CH3:50])[CH2:47][C@@H:46]12. The yield is 0.660. (8) The reactants are [Cl:1][C:2]1[CH:7]=[CH:6][CH:5]=[CH:4][C:3]=1[S:8](Cl)(=[O:10])=[O:9].[ClH:12].Cl.[NH:14]1[CH2:19][CH2:18][CH:17]([CH2:20][N:21]2[CH2:30][CH2:29][C:28]3[C:23](=[CH:24][C:25]([O:33][CH3:34])=[C:26]([O:31][CH3:32])[CH:27]=3)[CH2:22]2)[CH2:16][CH2:15]1.C(N(CC)C(C)C)(C)C. The catalyst is C(Cl)Cl. The product is [ClH:1].[Cl:1][C:2]1[CH:7]=[CH:6][C:5]([Cl:12])=[CH:4][C:3]=1[S:8]([N:14]1[CH2:15][CH2:16][CH:17]([CH2:20][N:21]2[CH2:30][CH2:29][C:28]3[C:23](=[CH:24][C:25]([O:33][CH3:34])=[C:26]([O:31][CH3:32])[CH:27]=3)[CH2:22]2)[CH2:18][CH2:19]1)(=[O:10])=[O:9]. The yield is 0.630.